Dataset: Full USPTO retrosynthesis dataset with 1.9M reactions from patents (1976-2016). Task: Predict the reactants needed to synthesize the given product. (1) Given the product [CH2:1]([O:3][C:4](=[O:30])[CH2:5][C:6]1([C:9]2[CH:10]=[CH:11][C:12]([C:15]3[CH:20]=[CH:19][C:18]([C:32]4[CH:37]=[CH:36][N:35]=[CH:34][C:33]=4[CH:38]([OH:48])[CH2:39][CH2:40][CH2:41][C:42]4[CH:47]=[CH:46][CH:45]=[CH:44][CH:43]=4)=[CH:17][CH:16]=3)=[CH:13][CH:14]=2)[CH2:7][CH2:8]1)[CH3:2], predict the reactants needed to synthesize it. The reactants are: [CH2:1]([O:3][C:4](=[O:30])[CH2:5][C:6]1([C:9]2[CH:14]=[CH:13][C:12]([C:15]3[CH:20]=[CH:19][C:18](B4OC(C)(C)C(C)(C)O4)=[CH:17][CH:16]=3)=[CH:11][CH:10]=2)[CH2:8][CH2:7]1)[CH3:2].Br[C:32]1[CH:37]=[CH:36][N:35]=[CH:34][C:33]=1[CH:38]([OH:48])[CH2:39][CH2:40][CH2:41][C:42]1[CH:47]=[CH:46][CH:45]=[CH:44][CH:43]=1. (2) Given the product [C:1]([O:5][C:6]([N:8]1[CH2:11][CH:10]([S:16]([CH3:20])(=[O:18])=[O:15])[CH2:9]1)=[O:7])([CH3:4])([CH3:2])[CH3:3], predict the reactants needed to synthesize it. The reactants are: [C:1]([O:5][C:6]([N:8]1[CH2:11][CH:10](SC)[CH2:9]1)=[O:7])([CH3:4])([CH3:3])[CH3:2].O[O:15][S:16]([O-:18])=O.[K+].[CH3:20]O. (3) The reactants are: [CH3:1][O:2][C:3]1[CH:4]=[CH:5][C:6]2[C:12](=[O:13])[CH2:11][CH2:10][CH2:9][CH2:8][C:7]=2[CH:14]=1.Br[C:16]1[CH:21]=[CH:20][C:19]([O:22][CH3:23])=[C:18]([F:24])[CH:17]=1.CC1(C)C2C(=C(P(C3C=CC=CC=3)C3C=CC=CC=3)C=CC=2)OC2C(P(C3C=CC=CC=3)C3C=CC=CC=3)=CC=CC1=2. Given the product [F:24][C:18]1[CH:17]=[C:16]([CH:11]2[CH2:10][CH2:9][CH2:8][C:7]3[CH:14]=[C:3]([O:2][CH3:1])[CH:4]=[CH:5][C:6]=3[C:12]2=[O:13])[CH:21]=[CH:20][C:19]=1[O:22][CH3:23], predict the reactants needed to synthesize it. (4) Given the product [N:11]1([C:14]2[CH:15]=[CH:16][C:17]([C:18]([O:20][CH2:21][CH3:22])=[O:19])=[CH:23][CH:24]=2)[CH2:10][CH2:9][NH:8][CH2:13][CH2:12]1, predict the reactants needed to synthesize it. The reactants are: C(OC([N:8]1[CH2:13][CH2:12][N:11]([C:14]2[CH:24]=[CH:23][C:17]([C:18]([O:20][CH2:21][CH3:22])=[O:19])=[CH:16][CH:15]=2)[CH2:10][CH2:9]1)=O)(C)(C)C.C(O)(C(F)(F)F)=O. (5) Given the product [N:1]12[CH2:8][CH2:7][CH:4]([CH2:5][CH2:6]1)[C@@H:3]([O:9][C:10](=[O:25])[NH:11][C:12]1[CH:17]=[C:16](/[CH:28]=[CH:27]/[CH2:26][N:29]3[C:33]4[CH:34]=[CH:35][C:36]([CH:38]=[O:39])=[CH:37][C:32]=4[O:31][C:30]3=[O:40])[CH:15]=[CH:14][C:13]=1[C:19]1[CH:24]=[CH:23][CH:22]=[CH:21][CH:20]=1)[CH2:2]2, predict the reactants needed to synthesize it. The reactants are: [N:1]12[CH2:8][CH2:7][CH:4]([CH2:5][CH2:6]1)[C@@H:3]([O:9][C:10](=[O:25])[NH:11][C:12]1[CH:17]=[C:16](Br)[CH:15]=[CH:14][C:13]=1[C:19]1[CH:24]=[CH:23][CH:22]=[CH:21][CH:20]=1)[CH2:2]2.[CH2:26]([N:29]1[C:33]2[CH:34]=[CH:35][C:36]([CH:38]=[O:39])=[CH:37][C:32]=2[O:31][C:30]1=[O:40])[CH:27]=[CH2:28].C1(C)C=CC=CC=1P(C1C=CC=CC=1C)C1C=CC=CC=1C.C(N(CC)C(C)C)(C)C.